From a dataset of Full USPTO retrosynthesis dataset with 1.9M reactions from patents (1976-2016). Predict the reactants needed to synthesize the given product. (1) Given the product [Cl:22][C:23]1[CH:28]=[C:27]([CH:26]=[C:25]([C:32]([C:35]2[CH:36]=[C:37]([CH2:38][N:39]3[CH2:40][CH2:41][O:42][CH2:43][CH2:44]3)[CH:45]=[C:46]([O:48][CH:49]([CH3:51])[CH3:50])[CH:47]=2)([CH3:34])[CH3:33])[CH:24]=1)[NH2:29], predict the reactants needed to synthesize it. The reactants are: BrC1C=C(C=C(C(C2C=CC=C(OC(F)F)C=2)(C)C)C=1)N.[Cl:22][C:23]1[CH:24]=[C:25]([C:32]([C:35]2[CH:36]=[C:37]([CH:45]=[C:46]([O:48][CH:49]([CH3:51])[CH3:50])[CH:47]=2)[CH2:38][N:39]2[CH2:44][CH2:43][O:42][CH2:41][CH2:40]2)([CH3:34])[CH3:33])[CH:26]=[C:27]([N+:29]([O-])=O)[CH:28]=1. (2) Given the product [O:1]=[C:2]1[N:8]([CH:9]2[CH2:10][CH2:11][N:12]([C:15]([O:17][C@H:18]([CH2:40][C:41]3[CH:49]=[C:48]([CH3:50])[C:44]4[NH:45][CH:46]=[N:47][C:43]=4[CH:42]=3)[C:19]([N:21]3[CH2:22][CH2:23][CH:24]([CH:27]4[CH2:32][CH2:31][NH:30][CH2:29][CH2:28]4)[CH2:25][CH2:26]3)=[O:20])=[O:16])[CH2:13][CH2:14]2)[CH2:7][CH2:6][C:5]2[CH:51]=[CH:52][CH:53]=[CH:54][C:4]=2[NH:3]1, predict the reactants needed to synthesize it. The reactants are: [O:1]=[C:2]1[N:8]([CH:9]2[CH2:14][CH2:13][N:12]([C:15]([O:17][C@H:18]([CH2:40][C:41]3[CH:49]=[C:48]([CH3:50])[C:44]4[NH:45][CH:46]=[N:47][C:43]=4[CH:42]=3)[C:19]([N:21]3[CH2:26][CH2:25][CH:24]([CH:27]4[CH2:32][CH2:31][N:30](CC5C=CC=CC=5)[CH2:29][CH2:28]4)[CH2:23][CH2:22]3)=[O:20])=[O:16])[CH2:11][CH2:10]2)[CH2:7][CH2:6][C:5]2[CH:51]=[CH:52][CH:53]=[CH:54][C:4]=2[NH:3]1.[H][H]. (3) Given the product [CH3:1][C:2]1[CH:3]=[C:4]([CH:5]=[CH:6][C:7]=1[N:8]1[C:14](=[O:15])[CH2:13][CH2:12][O:11][CH2:10][CH2:9]1)[NH2:16], predict the reactants needed to synthesize it. The reactants are: [CH3:1][C:2]1[CH:3]=[C:4]([N+:16]([O-])=O)[CH:5]=[CH:6][C:7]=1[N:8]1[C:14](=[O:15])[CH2:13][CH2:12][O:11][CH2:10][CH2:9]1.